Task: Regression. Given a peptide amino acid sequence and an MHC pseudo amino acid sequence, predict their binding affinity value. This is MHC class II binding data.. Dataset: Peptide-MHC class II binding affinity with 134,281 pairs from IEDB (1) The peptide sequence is TLGSTSADEVQRMMA. The MHC is DRB1_1501 with pseudo-sequence DRB1_1501. The binding affinity (normalized) is 0.106. (2) The peptide sequence is HLGKLELDFNYCEGT. The MHC is DRB1_0901 with pseudo-sequence DRB1_0901. The binding affinity (normalized) is 0.102. (3) The peptide sequence is AFKVAATAAAAAPAN. The MHC is HLA-DPA10201-DPB11401 with pseudo-sequence HLA-DPA10201-DPB11401. The binding affinity (normalized) is 0.744. (4) The peptide sequence is SRATLYALSHAVNSY. The MHC is H-2-IAb with pseudo-sequence H-2-IAb. The binding affinity (normalized) is 0.333. (5) The peptide sequence is NKFVSPKSVSGTFVA. The MHC is DRB1_1101 with pseudo-sequence DRB1_1101. The binding affinity (normalized) is 0.350. (6) The peptide sequence is YLGYVIRDLAAMDGG. The MHC is HLA-DQA10601-DQB10402 with pseudo-sequence HLA-DQA10601-DQB10402. The binding affinity (normalized) is 0.834.